Task: Predict the product of the given reaction.. Dataset: Forward reaction prediction with 1.9M reactions from USPTO patents (1976-2016) (1) Given the reactants [CH3:1][O:2][C:3]1[CH:4]=[C:5]2[C:10](=[CH:11][C:12]=1[O:13][CH2:14][CH2:15][O:16][CH3:17])[NH:9][CH:8]=[C:7]([C:18]#[N:19])[C:6]2=O.P(Cl)(Cl)([Cl:23])=O, predict the reaction product. The product is: [Cl:23][C:6]1[C:5]2[C:10](=[CH:11][C:12]([O:13][CH2:14][CH2:15][O:16][CH3:17])=[C:3]([O:2][CH3:1])[CH:4]=2)[N:9]=[CH:8][C:7]=1[C:18]#[N:19]. (2) Given the reactants [C:1]1([C@H:7]2[CH2:11][NH:10][CH2:9][C@@H:8]2[CH2:12][OH:13])[CH:6]=[CH:5][CH:4]=[CH:3][CH:2]=1.C(N(CC)CC)C.[C:21](O[C:21]([O:23][C:24]([CH3:27])([CH3:26])[CH3:25])=[O:22])([O:23][C:24]([CH3:27])([CH3:26])[CH3:25])=[O:22], predict the reaction product. The product is: [C:24]([O:23][C:21]([N:10]1[CH2:11][C@H:7]([C:1]2[CH:2]=[CH:3][CH:4]=[CH:5][CH:6]=2)[C@@H:8]([CH2:12][OH:13])[CH2:9]1)=[O:22])([CH3:27])([CH3:26])[CH3:25]. (3) Given the reactants [C:1]([C:3]1[CH:8]=[CH:7][CH:6]=[CH:5][C:4]=1[C:9]1[CH:14]=[CH:13][C:12]([CH2:15][C:16]2[C:17](=[O:42])[N:18]([C@H:28]3[CH2:33][CH2:32][C@H:31]([O:34][CH2:35][C:36](N(OC)C)=[O:37])[CH2:30][CH2:29]3)[C:19]3[N:20]([N:25]=[CH:26][CH:27]=3)[C:21]=2[CH2:22][CH2:23][CH3:24])=[CH:11][CH:10]=1)#[N:2].[CH3:43][Mg]Br.C(OCC)(=O)C.[Cl-].[NH4+], predict the reaction product. The product is: [OH:37][CH:36]([CH3:43])[CH2:35][O:34][C@H:31]1[CH2:32][CH2:33][C@H:28]([N:18]2[C:17](=[O:42])[C:16]([CH2:15][C:12]3[CH:13]=[CH:14][C:9]([C:4]4[C:3]([C:1]#[N:2])=[CH:8][CH:7]=[CH:6][CH:5]=4)=[CH:10][CH:11]=3)=[C:21]([CH2:22][CH2:23][CH3:24])[N:20]3[N:25]=[CH:26][CH:27]=[C:19]23)[CH2:29][CH2:30]1.